This data is from Full USPTO retrosynthesis dataset with 1.9M reactions from patents (1976-2016). The task is: Predict the reactants needed to synthesize the given product. (1) Given the product [C:3]1([S:9][CH2:11][CH2:12][CH2:13][OH:14])[CH:8]=[CH:7][CH:6]=[CH:5][CH:4]=1, predict the reactants needed to synthesize it. The reactants are: [OH-].[Na+].[C:3]1([SH:9])[CH:8]=[CH:7][CH:6]=[CH:5][CH:4]=1.Br[CH2:11][CH2:12][CH2:13][OH:14].S([O-])([O-])(=O)=O.C([N+](CCCC)(CCCC)CCCC)CCC.C([N+](CCCC)(CCCC)CCCC)CCC. (2) Given the product [F:32][C:29]1[CH:30]=[CH:31][C:26]([CH2:25][N:11]2[C:12]3[C:17](=[CH:16][CH:15]=[CH:14][CH:13]=3)[C:18]3[CH2:19][C:20]([CH3:24])([C:21]([OH:23])=[O:22])[NH:8][CH2:9][C:10]2=3)=[CH:27][CH:28]=1, predict the reactants needed to synthesize it. The reactants are: C(OC([N:8]1[C:20]([CH3:24])([C:21]([OH:23])=[O:22])[CH2:19][C:18]2[C:17]3[C:12](=[CH:13][CH:14]=[CH:15][CH:16]=3)[N:11]([CH2:25][C:26]3[CH:31]=[CH:30][C:29]([F:32])=[CH:28][CH:27]=3)[C:10]=2[CH2:9]1)=O)(C)(C)C.Cl.C(N(CC)CC)C. (3) Given the product [NH2:10][CH2:11][C@@H:12]1[CH2:13][CH2:14][C@H:15]([NH:18][C:19]2[N:28]=[C:27]([N:29]([CH3:31])[CH3:30])[C:26]3[C:21](=[CH:22][CH:23]=[CH:24][CH:25]=3)[N:20]=2)[CH2:16][CH2:17]1, predict the reactants needed to synthesize it. The reactants are: C(OC(=O)[NH:10][CH2:11][C@H:12]1[CH2:17][CH2:16][C@@H:15]([NH:18][C:19]2[N:28]=[C:27]([N:29]([CH3:31])[CH3:30])[C:26]3[C:21](=[CH:22][CH:23]=[CH:24][CH:25]=3)[N:20]=2)[CH2:14][CH2:13]1)C1C=CC=CC=1. (4) Given the product [CH2:1]([O:4][N:5]=[C:6]1[CH2:10][N:9]([C:11]([NH:21][C:24]2[CH:29]=[CH:28][CH:27]=[C:26]([O:30][CH3:31])[CH:25]=2)=[O:13])[C@H:8]([C:18]([NH:38][CH2:37][C:36]2[CH:39]=[CH:40][C:41]([O:42][CH3:43])=[C:34]([O:33][CH3:32])[CH:35]=2)=[O:20])[CH2:7]1)[CH:2]=[CH2:3], predict the reactants needed to synthesize it. The reactants are: [CH2:1]([O:4][N:5]=[C:6]1[CH2:10][N:9]([C:11]([O:13]C(C)(C)C)=O)[C@H:8]([C:18]([OH:20])=O)[CH2:7]1)[CH:2]=[CH2:3].[N:21]([C:24]1[CH:29]=[CH:28][CH:27]=[C:26]([O:30][CH3:31])[CH:25]=1)=C=O.[CH3:32][O:33][C:34]1[CH:35]=[C:36]([CH:39]=[CH:40][C:41]=1[O:42][CH3:43])[CH2:37][NH2:38]. (5) Given the product [F:1][C:2]1[CH:3]=[CH:4][C:5]([CH2:6][CH:7]2[CH2:8][CH2:9][N:10]([C:25]([C:21]3[NH:22][C:23]4[C:19]([CH:20]=3)=[CH:18][CH:17]=[C:16]([OH:15])[CH:24]=4)=[O:26])[CH2:11][CH2:12]2)=[CH:13][CH:14]=1, predict the reactants needed to synthesize it. The reactants are: [F:1][C:2]1[CH:14]=[CH:13][C:5]([CH2:6][CH:7]2[CH2:12][CH2:11][NH:10][CH2:9][CH2:8]2)=[CH:4][CH:3]=1.[OH:15][C:16]1[CH:24]=[C:23]2[C:19]([CH:20]=[C:21]([C:25](O)=[O:26])[NH:22]2)=[CH:18][CH:17]=1. (6) Given the product [CH3:1][O:2][C:3]([C@H:5]1[NH:21][C:20](=[O:22])[C@H:19]([CH:23]([CH3:25])[CH3:24])[NH:18][C:17](=[O:26])[C@@H:16]([NH:27][C:28]([O:30][C:31]([CH3:34])([CH3:33])[CH3:32])=[O:29])[CH2:15][C:14]2=[CH:35][CH:36]=[C:11]([CH:12]=[CH:13]2)[O:10][CH2:9][CH2:8][CH2:7][CH2:6]1)=[O:4], predict the reactants needed to synthesize it. The reactants are: [CH3:1][O:2][C:3]([C@H:5]1[NH:21][C:20](=[O:22])[C@H:19]([CH:23]([CH3:25])[CH3:24])[NH:18][C:17](=[O:26])[C@@H:16]([NH:27][C:28]([O:30][C:31]([CH3:34])([CH3:33])[CH3:32])=[O:29])[CH2:15][C:14]2=[CH:35][CH:36]=[C:11]([CH:12]=[CH:13]2)[O:10][CH2:9][CH:8]=[CH:7][CH2:6]1)=[O:4]. (7) Given the product [F:31][C:13]1[C:12]([CH2:11][CH2:10][C:5]23[CH2:8][CH2:9][C:2]([NH:1][CH2:43][C:41]4[CH:40]=[CH:39][C:36]5[O:37][CH2:38][C:33](=[O:32])[NH:34][C:35]=5[N:42]=4)([CH2:7][CH2:6]2)[CH2:3][O:4]3)=[C:21]2[C:16]([CH:17]=[CH:18][C:19]([O:22][CH2:23][CH2:24][CH2:25][CH2:26][C:27]([O:29][CH3:30])=[O:28])=[N:20]2)=[N:15][CH:14]=1, predict the reactants needed to synthesize it. The reactants are: [NH2:1][C:2]12[CH2:9][CH2:8][C:5]([CH2:10][CH2:11][C:12]3[C:13]([F:31])=[CH:14][N:15]=[C:16]4[C:21]=3[N:20]=[C:19]([O:22][CH2:23][CH2:24][CH2:25][CH2:26][C:27]([O:29][CH3:30])=[O:28])[CH:18]=[CH:17]4)([CH2:6][CH2:7]1)[O:4][CH2:3]2.[O:32]=[C:33]1[CH2:38][O:37][C:36]2[CH:39]=[CH:40][C:41]([CH:43]=O)=[N:42][C:35]=2[NH:34]1.